Dataset: Orexin1 receptor HTS with 218,158 compounds and 233 confirmed actives. Task: Binary Classification. Given a drug SMILES string, predict its activity (active/inactive) in a high-throughput screening assay against a specified biological target. (1) The drug is O(CC(=O)/C(=c1\[nH]c2c([nH]1)cccc2)C#N)c1c(cccc1)C. The result is 0 (inactive). (2) The drug is O=C(NN\C=C1\c2c(N=C1C)cccc2)c1n[nH]c(c1)C. The result is 0 (inactive). (3) The molecule is Oc1c(CC(=O)NCCC)c(=O)[nH]c2c1cccc2. The result is 0 (inactive). (4) The compound is Fc1c(NC(=O)C2CCCN(C2)c2onc(n2)c2ccc(OC)cc2)ccc(F)c1. The result is 0 (inactive). (5) The compound is O=C(NCCc1ccccc1)c1c([N+]([O-])=O)cccc1. The result is 0 (inactive). (6) The molecule is S(=O)(=O)(N(c1ccc(C(=O)Nc2c(C(=O)N3CCOCC3)cccc2)cc1)C)c1ccc(OC)cc1. The result is 0 (inactive).